Dataset: Catalyst prediction with 721,799 reactions and 888 catalyst types from USPTO. Task: Predict which catalyst facilitates the given reaction. (1) Reactant: Br[C:2]1[CH:3]=[C:4]2[C:10]([CH3:11])=[CH:9][NH:8][C:5]2=[N:6][CH:7]=1.CC([O-])=O.[K+].[B:17]1([B:17]2[O:21][C:20]([CH3:23])([CH3:22])[C:19]([CH3:25])([CH3:24])[O:18]2)[O:21][C:20]([CH3:23])([CH3:22])[C:19]([CH3:25])([CH3:24])[O:18]1. Product: [CH3:11][C:10]1[C:4]2[C:5](=[N:6][CH:7]=[C:2]([B:17]3[O:21][C:20]([CH3:23])([CH3:22])[C:19]([CH3:25])([CH3:24])[O:18]3)[CH:3]=2)[NH:8][CH:9]=1. The catalyst class is: 233. (2) Reactant: [O:1]1[C:5]2[CH:6]=[CH:7][C:8]([CH:10]([OH:40])[CH2:11][S:12][C@H:13]3[C:16](=[O:17])[N:15]([C:18]4[CH:23]=[CH:22][C:21]([F:24])=[CH:20][CH:19]=4)[C@@H:14]3[C:25]3[CH:39]=[CH:38][C:28]([O:29]CC(NCC(O)=O)=O)=[CH:27][CH:26]=3)=[CH:9][C:4]=2[O:3][CH2:2]1.C[N:42]1[CH2:47][CH2:46][O:45][CH2:44][CH2:43]1.CN(C([O:55]N1N=NC2C=CC=CC1=2)=[N+](C)C)C.[B-](F)(F)(F)F.FC(F)(F)C(O)=O.[CH3:77][C:78]([CH3:90])([C:84]1[CH:89]=[CH:88][CH:87]=[CH:86][CH:85]=1)[C@H:79]([C:81]([OH:83])=[O:82])[NH2:80]. Product: [O:1]1[C:5]2[CH:6]=[CH:7][C:8]([CH:10]([OH:40])[CH2:11][S:12][C@H:13]3[C:16](=[O:17])[N:15]([C:18]4[CH:19]=[CH:20][C:21]([F:24])=[CH:22][CH:23]=4)[C@@H:14]3[C:25]3[CH:39]=[CH:38][C:28]([O:29][CH2:44][C:43]([NH:42][CH2:47][C:46]([NH:80][C@@H:79]([C:81]([OH:83])=[O:82])[C:78]([CH3:90])([CH3:77])[C:84]4[CH:89]=[CH:88][CH:87]=[CH:86][CH:85]=4)=[O:45])=[O:55])=[CH:27][CH:26]=3)=[CH:9][C:4]=2[O:3][CH2:2]1. The catalyst class is: 3.